Task: Binary Classification. Given a miRNA mature sequence and a target amino acid sequence, predict their likelihood of interaction.. Dataset: Experimentally validated miRNA-target interactions with 360,000+ pairs, plus equal number of negative samples (1) The miRNA is rno-miR-23b-3p with sequence AUCACAUUGCCAGGGAUUACC. The protein sequence of the target gene is MPLGLGRRKKAPPLVENEEAEPSRSGLGVGEPGPLGGSAAGESQMGLPPPPAALRPRLVFHTQLAHGSPTGRIEGFTNVKELYGKIAEAFRLPAAEVMFCTLNTHKVDMDKLLGGQIGLEDFIFAHVKGQRKEVEVFKSEEALGLTITDNGAGYAFIKRIKEGSVIDHIQLISVGDMIEAINGQSLLGCRHYEVARLLKELPRGRTFTLKLTEPRKAFDMISQRSAGGHPGSGPQLGTGRGTLRLRSRGPATVEDLPSAFEEKAIEKVDDLLESYMGIRDTELAATMVELGKDKRNPDEL.... Result: 0 (no interaction). (2) The miRNA is hsa-miR-29a-5p with sequence ACUGAUUUCUUUUGGUGUUCAG. The protein sequence of the target gene is MPSCTASTMPGMICKNPDLEFDSLQPCFYPDEDDFYFGGPDSTPPGEDIWKKFELLPTPPLSPSRAFPEHSPEPSNWATEMLLPEADLWGNPAEEDAFGLGGLGGLTPNPVILQDCMWSGFSAREKLERAVNEKLQHGHGPPGASSSCPAPGVGASSSGGRALGGSASAGRTGATLPTDLSHPAAECVDPAVVFPFPVNKRESASVPAAPTSAPATSAVVTSVSVPAVAPVAAPARGSGRPANSGEHKALSTSGEDTLSDSDDEDDEEEDEEEEIDVVTVEKRRSSSNNKAVTTFTITVR.... Result: 0 (no interaction). (3) The miRNA is hsa-miR-550b-3p with sequence UCUUACUCCCUCAGGCACUG. The protein sequence of the target gene is MFCHLRPMRRLCLEKIFPHWFPFSRALSGAEAVNALRPFYFAVHPDFFGQHPVEREINENSLKRLSVYLENLQKPGFKSLKPTQLTFYVRETDQSSSDGQEPFSTSGFRAVKFTLHTRDLLSTVLYILNSCSLSVEHIQSLNTNMHTQPLKEAKRMPDRPIKWDKSYYSFTGFKDPDEDLEQVSRVETTLTSWLDNNGKSAVKKLKNSLPLRKELDRLKDELSHQLQLSDIRWQRSWGIAHRCSQLHSLSRLAQQNLETLKKAKGCTIIFTDRSGMSAVGHVMLGTMDVHHHWTKLFERL.... Result: 0 (no interaction). (4) The miRNA is mmu-miR-6999-3p with sequence CUUCAGCUGUCCUCCUUUCUGU. The protein sequence of the target gene is MGRKRLITDSYPVVKRREGPAGHSKGELAPELGEEPQPRDEEEAELELLRQFDLAWQYGPCTGITRLQRWCRAKQMGLEPPPEVWQVLKTHPGDPRFQCSLWHLYPL. Result: 0 (no interaction).